From a dataset of Full USPTO retrosynthesis dataset with 1.9M reactions from patents (1976-2016). Predict the reactants needed to synthesize the given product. (1) Given the product [CH2:1]([N:8]1[C:17](=[O:18])[C:16]2[C:11](=[CH:12][CH:13]=[CH:14][CH:15]=2)[C:10]([CH2:19][C:20]2[C:28]3[C:23](=[CH:24][CH:25]=[C:26]([Cl:29])[CH:27]=3)[N:22]([CH2:30][C:31]([OH:33])=[O:32])[C:21]=2[CH3:35])=[N:9]1)[C:2]1[CH:7]=[CH:6][CH:5]=[CH:4][CH:3]=1, predict the reactants needed to synthesize it. The reactants are: [CH2:1]([N:8]1[C:17](=[O:18])[C:16]2[C:11](=[CH:12][CH:13]=[CH:14][CH:15]=2)[C:10]([CH2:19][C:20]2[C:28]3[C:23](=[CH:24][CH:25]=[C:26]([Cl:29])[CH:27]=3)[N:22]([CH2:30][C:31]([O:33]C)=[O:32])[C:21]=2[CH3:35])=[N:9]1)[C:2]1[CH:7]=[CH:6][CH:5]=[CH:4][CH:3]=1.C1COCC1.[OH-].[Li+].Cl. (2) Given the product [C:31]([N:3]1[CH2:4][CH:5]2[C:1]([C:7]3[CH:8]=[CH:9][C:10]([N:13]4[CH2:17][C@H:16]([CH2:18][NH:19][C:20](=[O:22])[CH3:21])[O:15][C:14]4=[O:23])=[CH:11][CH:12]=3)([CH2:6]2)[CH2:2]1)(=[O:33])[CH3:32], predict the reactants needed to synthesize it. The reactants are: [C:1]12([C:7]3[CH:12]=[CH:11][C:10]([N:13]4[CH2:17][C@H:16]([CH2:18][NH:19][C:20](=[O:22])[CH3:21])[O:15][C:14]4=[O:23])=[CH:9][CH:8]=3)[CH2:6][CH:5]1[CH2:4][NH:3][CH2:2]2.C(N(CC)CC)C.[C:31](Cl)(=[O:33])[CH3:32]. (3) Given the product [N:5]1([C:10]2[CH:15]=[CH:14][C:13]([C:16]3[CH:21]=[CH:20][C:19]([C:22]4[N:27]=[C:26]5[N:28]=[C:29]([O:31][C@H:32]6[C@H:36]7[O:37][CH2:38][C@@H:39]([OH:40])[C@H:35]7[O:34][CH2:33]6)[NH:30][C:25]5=[CH:24][C:23]=4[CH3:42])=[CH:18][CH:17]=3)=[CH:12][CH:11]=2)[CH:9]=[N:8][CH:7]=[N:6]1, predict the reactants needed to synthesize it. The reactants are: CB(O)O.[N:5]1([C:10]2[CH:15]=[CH:14][C:13]([C:16]3[CH:21]=[CH:20][C:19]([C:22]4[N:27]=[C:26]5[N:28]=[C:29]([O:31][C@H:32]6[C@H:36]7[O:37][CH2:38][C@@H:39]([OH:40])[C@H:35]7[O:34][CH2:33]6)[NH:30][C:25]5=[CH:24][C:23]=4Cl)=[CH:18][CH:17]=3)=[CH:12][CH:11]=2)[CH:9]=[N:8][CH:7]=[N:6]1.[C:42](=O)([O-])[O-].[K+].[K+]. (4) Given the product [CH:1]([O:4][C:5]([C:7]1[C:12](=[O:13])[N:11]2[C:14]([CH2:24][N:25]([CH3:33])[CH2:26][C:27]3[CH:32]=[CH:31][CH:30]=[CH:29][CH:28]=3)=[C:15]([C:17]3[CH:18]=[CH:19][C:20]([NH:23][C:43]([NH:50][O:57][CH3:56])=[O:44])=[CH:21][CH:22]=3)[N:16]=[C:10]2[N:9]([CH2:34][C:35]2[C:40]([F:41])=[CH:39][CH:38]=[CH:37][C:36]=2[F:42])[CH:8]=1)=[O:6])([CH3:3])[CH3:2], predict the reactants needed to synthesize it. The reactants are: [CH:1]([O:4][C:5]([C:7]1[C:12](=[O:13])[N:11]2[C:14]([CH2:24][N:25]([CH3:33])[CH2:26][C:27]3[CH:32]=[CH:31][CH:30]=[CH:29][CH:28]=3)=[C:15]([C:17]3[CH:22]=[CH:21][C:20]([NH2:23])=[CH:19][CH:18]=3)[N:16]=[C:10]2[N:9]([CH2:34][C:35]2[C:40]([F:41])=[CH:39][CH:38]=[CH:37][C:36]=2[F:42])[CH:8]=1)=[O:6])([CH3:3])[CH3:2].[C:43]([N:50]1C=CN=C1)(N1C=CN=C1)=[O:44].Cl.[CH3:56][O:57]N.C(N(CC)CC)C. (5) Given the product [CH3:20][C:19](=[CH2:18])[CH2:21][O:1][C:2]1[CH:7]=[CH:6][C:5]([C:8](=[O:10])[CH3:9])=[CH:4][CH:3]=1, predict the reactants needed to synthesize it. The reactants are: [OH:1][C:2]1[CH:7]=[CH:6][C:5]([C:8](=[O:10])[CH3:9])=[CH:4][CH:3]=1.C(=O)([O-])[O-].[K+].[K+].Cl[CH2:18][C:19]([CH3:21])=[CH2:20]. (6) The reactants are: [CH2:1]([C:3]1[NH:8][CH:7]=[N:6][C:5](=O)[C:4]=1[CH3:10])[CH3:2].P(Cl)(Cl)([Cl:13])=O. Given the product [Cl:13][C:5]1[C:4]([CH3:10])=[C:3]([CH2:1][CH3:2])[N:8]=[CH:7][N:6]=1, predict the reactants needed to synthesize it. (7) The reactants are: B(Br)(Br)Br.[C:5]1([C:31]2[CH:36]=[CH:35][CH:34]=[CH:33][CH:32]=2)[CH:10]=[CH:9][C:8]([CH2:11][N:12]2[C:21]3[C:16](=[C:17]([O:28]C)[CH:18]=[CH:19][C:20]=3[C:22]3[CH:27]=[CH:26][CH:25]=[CH:24][CH:23]=3)[CH2:15][CH2:14][C:13]2=[O:30])=[CH:7][CH:6]=1. Given the product [C:5]1([C:31]2[CH:36]=[CH:35][CH:34]=[CH:33][CH:32]=2)[CH:6]=[CH:7][C:8]([CH2:11][N:12]2[C:21]3[C:16](=[C:17]([OH:28])[CH:18]=[CH:19][C:20]=3[C:22]3[CH:27]=[CH:26][CH:25]=[CH:24][CH:23]=3)[CH2:15][CH2:14][C:13]2=[O:30])=[CH:9][CH:10]=1, predict the reactants needed to synthesize it.